Dataset: Full USPTO retrosynthesis dataset with 1.9M reactions from patents (1976-2016). Task: Predict the reactants needed to synthesize the given product. Given the product [OH:1][CH:2]([C:8]1[CH:13]=[CH:12][C:11]([C:14]2[N:18]=[C:17]([C:19]3[CH:20]=[N:21][N:22]([C:28]4[CH:29]=[CH:30][CH:31]=[CH:32][CH:33]=4)[C:23]=3[C:24]([F:25])([F:26])[F:27])[O:16][N:15]=2)=[CH:10][CH:9]=1)[C:3]([OH:5])=[O:4], predict the reactants needed to synthesize it. The reactants are: [OH:1][CH:2]([C:8]1[CH:13]=[CH:12][C:11]([C:14]2[N:18]=[C:17]([C:19]3[CH:20]=[N:21][N:22]([C:28]4[CH:33]=[CH:32][CH:31]=[CH:30][CH:29]=4)[C:23]=3[C:24]([F:27])([F:26])[F:25])[O:16][N:15]=2)=[CH:10][CH:9]=1)[C:3]([O:5]CC)=[O:4].CO.[Li+].[OH-].